Predict the reactants needed to synthesize the given product. From a dataset of Retrosynthesis with 50K atom-mapped reactions and 10 reaction types from USPTO. Given the product COC(=O)c1cccn1[Si](C(C)C)(C(C)C)C(C)C, predict the reactants needed to synthesize it. The reactants are: COC(=O)c1cc(I)cn1[Si](C(C)C)(C(C)C)C(C)C.